The task is: Predict the reactants needed to synthesize the given product.. This data is from Full USPTO retrosynthesis dataset with 1.9M reactions from patents (1976-2016). Given the product [Cl:1][C:2]1[CH:11]=[CH:10][C:9]2[C:4](=[C:5]([NH:20][C:21]3[S:22][CH:23]=[C:24]([CH3:26])[N:25]=3)[N:6]=[CH:7][CH:8]=2)[N:3]=1, predict the reactants needed to synthesize it. The reactants are: [Cl:1][C:2]1[CH:11]=[CH:10][C:9]2[C:4](=[C:5](OS(C(F)(F)F)(=O)=O)[N:6]=[CH:7][CH:8]=2)[N:3]=1.[NH2:20][C:21]1[S:22][CH:23]=[C:24]([CH3:26])[N:25]=1.